From a dataset of Forward reaction prediction with 1.9M reactions from USPTO patents (1976-2016). Predict the product of the given reaction. (1) Given the reactants C[O:2][C:3]1[CH:8]=[CH:7][N:6]=[CH:5][CH:4]=1.[CH3:9][Mg+].[Br-].[C:12](Cl)([O:14][CH2:15][C:16]1[CH:21]=[CH:20][CH:19]=[CH:18][CH:17]=1)=[O:13].Cl, predict the reaction product. The product is: [CH3:9][CH:7]1[CH2:8][C:3](=[O:2])[CH:4]=[CH:5][N:6]1[C:12]([O:14][CH2:15][C:16]1[CH:21]=[CH:20][CH:19]=[CH:18][CH:17]=1)=[O:13]. (2) Given the reactants [Cl-].[Cl-].[Cl-].[Al+3].[Br:5][C:6]1[CH:11]=[CH:10][C:9]([O:12]C)=[CH:8][CH:7]=1.[Cl:14][CH2:15][C:16](Cl)=[O:17], predict the reaction product. The product is: [Br:5][C:6]1[CH:7]=[CH:8][C:9]([OH:12])=[C:10]([C:16](=[O:17])[CH2:15][Cl:14])[CH:11]=1.